This data is from Full USPTO retrosynthesis dataset with 1.9M reactions from patents (1976-2016). The task is: Predict the reactants needed to synthesize the given product. (1) Given the product [Cl:7][C:8]1[C:13]([C:14](=[N:5][OH:6])[NH2:15])=[CH:12][CH:11]=[CH:10][N:9]=1, predict the reactants needed to synthesize it. The reactants are: C[O-].[Na+].Cl.[NH2:5][OH:6].[Cl:7][C:8]1[C:13]([C:14]#[N:15])=[CH:12][CH:11]=[CH:10][N:9]=1. (2) Given the product [CH3:16][C:15]1[O:14][C:9]([C:10]([F:13])([F:12])[F:11])=[C:1]([C:2]2[CH:7]=[CH:6][CH:5]=[CH:4][CH:3]=2)[N:22]=1, predict the reactants needed to synthesize it. The reactants are: [C:1]([CH:9]([O:14][C:15](=O)[CH3:16])[C:10]([F:13])([F:12])[F:11])(=O)[C:2]1[CH:7]=[CH:6][CH:5]=[CH:4][CH:3]=1.C([O-])(=O)C.[NH4+:22].C(=O)(O)[O-].[Na+]. (3) Given the product [C:1]([O:5][C:6]([N:8]1[C@H:12]([CH2:13][C:14]2[CH:15]=[CH:16][C:17]([C:20]3[CH:21]=[CH:22][CH:23]=[CH:24][CH:25]=3)=[CH:18][CH:19]=2)[CH2:11][CH:10]([CH2:26][O:27][S:39]([C:36]2[CH:37]=[CH:38][C:33]([CH3:53])=[CH:34][CH:35]=2)(=[O:41])=[O:40])[C:9]1=[O:28])=[O:7])([CH3:3])([CH3:2])[CH3:4], predict the reactants needed to synthesize it. The reactants are: [C:1]([O:5][C:6]([N:8]1[C@H:12]([CH2:13][C:14]2[CH:19]=[CH:18][C:17]([C:20]3[CH:25]=[CH:24][CH:23]=[CH:22][CH:21]=3)=[CH:16][CH:15]=2)[CH2:11][CH:10]([CH2:26][OH:27])[C:9]1=[O:28])=[O:7])([CH3:4])([CH3:3])[CH3:2].C(Cl)(Cl)Cl.[C:33]1([CH3:53])[CH:38]=[CH:37][C:36]([S:39](O[S:39]([C:36]2[CH:37]=[CH:38][C:33]([CH3:53])=[CH:34][CH:35]=2)(=[O:41])=[O:40])(=[O:41])=[O:40])=[CH:35][CH:34]=1. (4) Given the product [CH2:16]([C:8]1[CH:9]=[C:10]([CH2:13][CH2:14][NH2:15])[CH:11]=[CH:12][C:7]=1[CH2:6][N:1]1[CH2:5][CH2:4][CH2:3][CH2:2]1)[CH3:17], predict the reactants needed to synthesize it. The reactants are: [N:1]1([CH2:6][C:7]2[CH:12]=[CH:11][C:10]([CH2:13][C:14]#[N:15])=[CH:9][C:8]=2[C:16]#[C:17][Si](C)(C)C)[CH2:5][CH2:4][CH2:3][CH2:2]1. (5) Given the product [CH2:25]([O:27][P:28]([CH2:33][NH:34][C:2]1[CH:11]=[CH:10][C:9]2[C:4](=[C:5]([C:15]3[C:24]4[C:19](=[CH:20][CH:21]=[CH:22][CH:23]=4)[CH:18]=[CH:17][CH:16]=3)[CH:6]=[C:7]([N+:12]([O-:14])=[O:13])[CH:8]=2)[N:3]=1)(=[O:32])[O:29][CH2:30][CH3:31])[CH3:26], predict the reactants needed to synthesize it. The reactants are: Cl[C:2]1[CH:11]=[CH:10][C:9]2[C:4](=[C:5]([C:15]3[C:24]4[C:19](=[CH:20][CH:21]=[CH:22][CH:23]=4)[CH:18]=[CH:17][CH:16]=3)[CH:6]=[C:7]([N+:12]([O-:14])=[O:13])[CH:8]=2)[N:3]=1.[CH2:25]([O:27][P:28]([CH2:33][NH2:34])(=[O:32])[O:29][CH2:30][CH3:31])[CH3:26].C([O-])([O-])=O.[Cs+].[Cs+].